This data is from Full USPTO retrosynthesis dataset with 1.9M reactions from patents (1976-2016). The task is: Predict the reactants needed to synthesize the given product. (1) The reactants are: [CH2:1]([O:8][C:9]1[CH:14]=[CH:13][C:12]([C:15]([C:17]2[CH:22]=[CH:21][CH:20]=[CH:19][C:18]=2[F:23])=O)=[CH:11][CH:10]=1)[C:2]1[CH:7]=[CH:6][CH:5]=[CH:4][CH:3]=1.[CH3:24][Mg+].[Br-].OS(O)(=O)=O.O. Given the product [CH2:1]([O:8][C:9]1[CH:14]=[CH:13][C:12]([C:15]([C:17]2[CH:22]=[CH:21][CH:20]=[CH:19][C:18]=2[F:23])=[CH2:24])=[CH:11][CH:10]=1)[C:2]1[CH:7]=[CH:6][CH:5]=[CH:4][CH:3]=1, predict the reactants needed to synthesize it. (2) Given the product [O:1]=[C:2]1[CH2:11][CH2:10][C:9]2[CH:8]=[C:7]([O:12][C:14]3[CH:22]=[CH:21][C:17]([C:18]([NH2:20])=[O:19])=[CH:16][N:15]=3)[CH:6]=[CH:5][C:4]=2[CH2:3]1, predict the reactants needed to synthesize it. The reactants are: [OH:1][C:2]1[CH:3]=[C:4]2[C:9](=[CH:10][CH:11]=1)[CH2:8][C:7](=[O:12])[CH2:6][CH2:5]2.Cl[C:14]1[CH:22]=[CH:21][C:17]([C:18]([NH2:20])=[O:19])=[CH:16][N:15]=1.C([O-])([O-])=O.[K+].[K+]. (3) Given the product [CH3:1][N:2]1[C:6]([Sn:17]([CH2:18][CH2:19][CH2:20][CH3:21])([CH2:22][CH2:23][CH2:24][CH3:25])[CH2:13][CH2:14][CH2:15][CH3:16])=[C:5]([CH3:7])[N:4]=[N:3]1, predict the reactants needed to synthesize it. The reactants are: [CH3:1][N:2]1[CH:6]=[C:5]([CH3:7])[N:4]=[N:3]1.[Li]CCCC.[CH2:13]([Sn:17](Cl)([CH2:22][CH2:23][CH2:24][CH3:25])[CH2:18][CH2:19][CH2:20][CH3:21])[CH2:14][CH2:15][CH3:16].[NH4+].[Cl-]. (4) The reactants are: [H-].[Al+3].[Li+].[H-].[H-].[H-].[CH:7]1[C:16]2[C:11](=[CH:12][CH:13]=[CH:14][CH:15]=2)[CH:10]=[CH:9][C:8]=1[C:17]1[CH:21]=[C:20]([CH:22]=[O:23])[S:19][C:18]=1[CH:24]=[O:25]. Given the product [CH:7]1[C:16]2[C:11](=[CH:12][CH:13]=[CH:14][CH:15]=2)[CH:10]=[CH:9][C:8]=1[C:17]1[CH:21]=[C:20]([CH2:22][OH:23])[S:19][C:18]=1[CH2:24][OH:25], predict the reactants needed to synthesize it. (5) Given the product [CH3:1][O:2][C:3](=[O:14])[C:4]1[CH:9]=[CH:8][CH:7]=[C:6]([O:10][CH2:11][CH2:12][N:18]2[C:19]3[C:24](=[CH:23][C:22]([C:25]#[N:26])=[CH:21][CH:20]=3)[C:16]([CH3:15])=[C:17]2[C:27]2[CH:28]=[N:29][CH:30]=[CH:31][CH:32]=2)[CH:5]=1, predict the reactants needed to synthesize it. The reactants are: [CH3:1][O:2][C:3](=[O:14])[C:4]1[CH:9]=[CH:8][CH:7]=[C:6]([O:10][CH2:11][CH2:12]Br)[CH:5]=1.[CH3:15][C:16]1[C:24]2[C:19](=[CH:20][CH:21]=[C:22]([C:25]#[N:26])[CH:23]=2)[NH:18][C:17]=1[C:27]1[CH:28]=[N:29][CH:30]=[CH:31][CH:32]=1. (6) Given the product [Cl:3][C:4]1[CH:36]=[CH:35][C:7]([O:8][C:9]2[C:18]([C:19]3[CH:20]=[N:21][N:22]([CH:24]4[CH2:29][CH2:28][N:27]([CH3:39])[CH2:26][CH2:25]4)[CH:23]=3)=[CH:17][CH:16]=[C:15]3[C:10]=2[CH2:11][CH2:12][C@H:13]([CH3:34])[N:14]3[C:30]([O:32][CH3:33])=[O:31])=[C:6]([C:37]#[N:38])[CH:5]=1, predict the reactants needed to synthesize it. The reactants are: C=O.[Cl:3][C:4]1[CH:36]=[CH:35][C:7]([O:8][C:9]2[C:18]([C:19]3[CH:20]=[N:21][N:22]([CH:24]4[CH2:29][CH2:28][NH:27][CH2:26][CH2:25]4)[CH:23]=3)=[CH:17][CH:16]=[C:15]3[C:10]=2[CH2:11][CH2:12][C@H:13]([CH3:34])[N:14]3[C:30]([O:32][CH3:33])=[O:31])=[C:6]([C:37]#[N:38])[CH:5]=1.[C:39](O[BH-](OC(=O)C)OC(=O)C)(=O)C.[Na+].